This data is from HIV replication inhibition screening data with 41,000+ compounds from the AIDS Antiviral Screen. The task is: Binary Classification. Given a drug SMILES string, predict its activity (active/inactive) in a high-throughput screening assay against a specified biological target. (1) The drug is O=C1NCCS(=O)(=O)N2CCCC12. The result is 0 (inactive). (2) The compound is C=C1C2CCC3(CCC4C5(C)CCCC4(C=NC5)C3C2)C1O. The result is 0 (inactive). (3) The molecule is Nc1nc(Cl)cc(NCC2(CO)CCC2)n1. The result is 0 (inactive). (4) The molecule is Cc1cn(CCCCCCOC(=O)NC(CCCNC(N)=O)C(=O)O)c(=O)[nH]c1=O. The result is 0 (inactive). (5) The drug is NC(=O)NCCCC(NC(=O)OCCCCCCn1ccc(=O)[nH]c1=O)C(=O)O. The result is 0 (inactive).